This data is from CYP2D6 inhibition data for predicting drug metabolism from PubChem BioAssay. The task is: Regression/Classification. Given a drug SMILES string, predict its absorption, distribution, metabolism, or excretion properties. Task type varies by dataset: regression for continuous measurements (e.g., permeability, clearance, half-life) or binary classification for categorical outcomes (e.g., BBB penetration, CYP inhibition). Dataset: cyp2d6_veith. The drug is CC(=O)Nc1ccccc1C(=O)OCc1ccc(C(=O)c2ccccc2)cc1. The result is 0 (non-inhibitor).